Dataset: Reaction yield outcomes from USPTO patents with 853,638 reactions. Task: Predict the reaction yield, written as a fraction of the theoretical maximum amount of product (1.0 means a 100% yield; for example, 0.34 means a 34% yield). (1) The reactants are [C:1]([C:4]1[CH:8]=[C:7]([Cl:9])[S:6][C:5]=1[Cl:10])(=[O:3])[CH3:2].CO[CH2:13][Cl:14]. The catalyst is [Ti](Cl)(Cl)(Cl)Cl.ClCCl. The product is [C:1]([C:4]1[C:8]([CH2:13][Cl:14])=[C:7]([Cl:9])[S:6][C:5]=1[Cl:10])(=[O:3])[CH3:2]. The yield is 0.397. (2) The reactants are [Cl:1][C:2]1[CH:6]=[N:5][N:4]([CH3:7])[C:3]=1[C:8]1[CH:9]=[C:10]([NH2:16])[CH:11]=[CH:12][C:13]=1[O:14][CH3:15].[Br:17][C:18]1[CH:23]=[CH:22][C:21]([N:24]=[C:25]=[O:26])=[CH:20][CH:19]=1. No catalyst specified. The product is [Br:17][C:18]1[CH:23]=[CH:22][C:21]([NH:24][C:25]([NH:16][C:10]2[CH:11]=[CH:12][C:13]([O:14][CH3:15])=[C:8]([C:3]3[N:4]([CH3:7])[N:5]=[CH:6][C:2]=3[Cl:1])[CH:9]=2)=[O:26])=[CH:20][CH:19]=1. The yield is 0.0600. (3) The reactants are [Cl-].O[NH3+:3].[C:4](=[O:7])([O-])[OH:5].[Na+].CS(C)=O.[CH3:13][C:14]1[N:15]([CH2:39][C:40]2[C:48]3[C:43](=[CH:44][CH:45]=[CH:46][CH:47]=3)[N:42]([CH3:49])[N:41]=2)[C:16](=[O:38])[C:17]([CH2:23][C:24]2[CH:29]=[CH:28][C:27]([C:30]3[C:31]([C:36]#[N:37])=[CH:32][CH:33]=[CH:34][CH:35]=3)=[CH:26][CH:25]=2)=[C:18]([CH2:20][CH2:21][CH3:22])[N:19]=1. The catalyst is C(OCC)(=O)C. The product is [CH3:13][C:14]1[N:15]([CH2:39][C:40]2[C:48]3[C:43](=[CH:44][CH:45]=[CH:46][CH:47]=3)[N:42]([CH3:49])[N:41]=2)[C:16](=[O:38])[C:17]([CH2:23][C:24]2[CH:29]=[CH:28][C:27]([C:30]3[CH:35]=[CH:34][CH:33]=[CH:32][C:31]=3[C:36]3[NH:3][C:4](=[O:7])[O:5][N:37]=3)=[CH:26][CH:25]=2)=[C:18]([CH2:20][CH2:21][CH3:22])[N:19]=1. The yield is 0.510. (4) The reactants are [H-].[Na+].[CH2:3]1[CH2:7][O:6][CH2:5][CH2:4]1.[N:8]1[O:9][N:10]=[C:11]2[CH:16]=C(C=O)[CH:14]=[CH:13][C:12]=12.C(=[O:26])C1C=CC=CC=1. The catalyst is C(Cl)(Cl)Cl. The product is [N:8]1[O:9][N:10]=[C:11]2[CH:16]=[C:7](/[CH:3]=[CH:4]/[C:5]([OH:26])=[O:6])[CH:14]=[CH:13][C:12]=12. The yield is 0.730. (5) The reactants are N1C=CN=C1.[I:6]I.C1(P(C2C=CC=CC=2)C2C=CC=CC=2)C=CC=CC=1.[F:27][C@H:28]([CH2:38]O)[CH2:29][NH:30][C:31](=[O:37])[O:32][C:33]([CH3:36])([CH3:35])[CH3:34]. The catalyst is C(Cl)Cl. The product is [F:27][C@H:28]([CH2:38][I:6])[CH2:29][NH:30][C:31](=[O:37])[O:32][C:33]([CH3:36])([CH3:35])[CH3:34]. The yield is 0.620. (6) The reactants are Br[C:2]1[CH:3]=[N:4][N:5]([C:7]([CH3:10])([CH3:9])[CH3:8])[CH:6]=1.[Li]CCCC.[C:16](=[O:18])=[O:17]. The catalyst is C1COCC1. The product is [C:7]([N:5]1[CH:6]=[C:2]([C:16]([OH:18])=[O:17])[CH:3]=[N:4]1)([CH3:10])([CH3:9])[CH3:8]. The yield is 0.670. (7) The reactants are [SH:1][CH2:2][CH2:3][C:4]([O:6][CH3:7])=[O:5].Cl[CH2:9][C:10]([C:12]1[CH:21]=[CH:20][C:15]2[NH:16][C:17](=[O:19])[NH:18][C:14]=2[CH:13]=1)=[O:11].C(=O)([O-])[O-].[K+].[K+]. The catalyst is O1CCCC1. The product is [O:11]=[C:10]([C:12]1[CH:21]=[CH:20][C:15]2[NH:16][C:17](=[O:19])[NH:18][C:14]=2[CH:13]=1)[CH2:9][S:1][CH2:2][CH2:3][C:4]([O:6][CH3:7])=[O:5]. The yield is 0.690.